Dataset: Reaction yield outcomes from USPTO patents with 853,638 reactions. Task: Predict the reaction yield, written as a fraction of the theoretical maximum amount of product (1.0 means a 100% yield; for example, 0.34 means a 34% yield). (1) The reactants are I[C:2]1[CH:7]=[CH:6][C:5]([N:8]2[C@@H:12]([C:13]3[CH:18]=[CH:17][CH:16]=[CH:15][CH:14]=3)[C:11]([CH3:20])([CH3:19])[O:10][C:9]2=[O:21])=[CH:4][CH:3]=1.[C:22]1([C:28]2[NH:29][C:30](=[O:33])[NH:31][CH:32]=2)[CH:27]=[CH:26][CH:25]=[CH:24][CH:23]=1. No catalyst specified. The product is [CH3:19][C:11]1([CH3:20])[O:10][C:9](=[O:21])[N:8]([C:5]2[CH:6]=[CH:7][C:2]([N:31]3[CH:32]=[C:28]([C:22]4[CH:27]=[CH:26][CH:25]=[CH:24][CH:23]=4)[NH:29][C:30]3=[O:33])=[CH:3][CH:4]=2)[C@H:12]1[C:13]1[CH:18]=[CH:17][CH:16]=[CH:15][CH:14]=1. The yield is 0.0900. (2) The reactants are C[O:2][C:3]([C:5]1([CH2:11][S:12](=[O:19])(=[O:18])[N:13]([CH:15]2[CH2:17][CH2:16]2)[CH3:14])[CH2:10][CH2:9][CH2:8][CH2:7][CH2:6]1)=[O:4].[OH-].[K+]. The catalyst is CO. The product is [CH:15]1([N:13]([CH3:14])[S:12]([CH2:11][C:5]2([C:3]([OH:4])=[O:2])[CH2:6][CH2:7][CH2:8][CH2:9][CH2:10]2)(=[O:18])=[O:19])[CH2:16][CH2:17]1. The yield is 0.960. (3) The catalyst is O. The product is [F:6][C:7]1[CH:12]=[C:11]([O:13][CH2:14][C:15]2[CH:20]=[CH:19][C:18]([F:21])=[CH:17][N:16]=2)[CH:10]=[CH:9][C:8]=1[CH2:22][C:23]1[CH:28]=[C:27]([C:29]2[C:30]([NH2:35])=[N:31][CH:32]=[CH:33][CH:34]=2)[O:25][N:24]=1. The yield is 0.239. The reactants are O1CCCC1.[F:6][C:7]1[CH:12]=[C:11]([O:13][CH2:14][C:15]2[CH:20]=[CH:19][C:18]([F:21])=[CH:17][N:16]=2)[CH:10]=[CH:9][C:8]=1[CH2:22][C:23](Cl)=[N:24][OH:25].[C:27]([C:29]1[C:30]([NH2:35])=[N:31][CH:32]=[CH:33][CH:34]=1)#[CH:28].C(N(CC)CC)C. (4) The yield is 0.640. The reactants are Cl.Cl.[CH2:3]([O:5][C:6]1[CH:7]=[C:8]2[C:13](=[C:14]3[CH2:18][C:17]([CH3:20])([CH3:19])[O:16][C:15]=13)[C:12]([C:21]1[CH:26]=[CH:25][C:24]([NH2:27])=[CH:23][CH:22]=1)=[N:11][C:10]([CH3:29])([CH3:28])[CH2:9]2)[CH3:4].C(N(CC)CC)C.[C:37](Cl)(=[O:39])[CH3:38]. The product is [CH2:3]([O:5][C:6]1[CH:7]=[C:8]2[C:13](=[C:14]3[CH2:18][C:17]([CH3:20])([CH3:19])[O:16][C:15]=13)[C:12]([C:21]1[CH:26]=[CH:25][C:24]([NH:27][C:37](=[O:39])[CH3:38])=[CH:23][CH:22]=1)=[N:11][C:10]([CH3:28])([CH3:29])[CH2:9]2)[CH3:4]. The catalyst is O1CCCC1.